From a dataset of Reaction yield outcomes from USPTO patents with 853,638 reactions. Predict the reaction yield, written as a fraction of the theoretical maximum amount of product (1.0 means a 100% yield; for example, 0.34 means a 34% yield). (1) The reactants are [C:1]1([C:7](=O)[CH2:8][C:9]2[CH:14]=[CH:13][N:12]=[CH:11][CH:10]=2)[CH:6]=[CH:5][CH:4]=[CH:3][CH:2]=1.[CH2:16]([O:18][C:19]1[CH:20]=[C:21]([CH:24]=[C:25]([N+:28]([O-:30])=[O:29])[C:26]=1[OH:27])[CH:22]=O)[CH3:17].[NH2:31][C:32]([NH2:34])=[O:33].Cl. The catalyst is C(O)C. The product is [CH2:16]([O:18][C:19]1[CH:20]=[C:21]([CH:22]2[C:8]([C:9]3[CH:14]=[CH:13][N:12]=[CH:11][CH:10]=3)=[C:7]([C:1]3[CH:6]=[CH:5][CH:4]=[CH:3][CH:2]=3)[NH:34][C:32](=[O:33])[NH:31]2)[CH:24]=[C:25]([N+:28]([O-:30])=[O:29])[C:26]=1[OH:27])[CH3:17]. The yield is 0.383. (2) The reactants are C(OC(=O)[N:7]([C:17]1[CH:22]=[CH:21][C:20]([CH:23](O)[C:24]2[C:32]3[C:27](=[N:28][CH:29]=[C:30]([CH3:33])[CH:31]=3)[N:26]([Si](C(C)C)(C(C)C)C(C)C)[CH:25]=2)=[C:19]([F:45])[N:18]=1)CC1C=CC(OC)=CC=1)(C)(C)C.C([SiH](CC)CC)C.FC(F)(F)C(O)=O. The catalyst is C(#N)C. The product is [F:45][C:19]1[N:18]=[C:17]([NH2:7])[CH:22]=[CH:21][C:20]=1[CH2:23][C:24]1[C:32]2[C:27](=[N:28][CH:29]=[C:30]([CH3:33])[CH:31]=2)[NH:26][CH:25]=1. The yield is 0.627. (3) The reactants are [Cl:1][C:2]1[CH:22]=[C:21]([C:23]([F:26])([F:25])[F:24])[CH:20]=[CH:19][C:3]=1[CH2:4][N:5]1[C:9](/[CH:10]=[CH:11]/[C:12](O)=[O:13])=[CH:8][C:7]([O:15][CH:16]([CH3:18])[CH3:17])=[N:6]1.[CH3:27][O:28][CH2:29][CH2:30][CH2:31][S:32]([NH2:35])(=[O:34])=[O:33].N12CCCN=C1CCCCC2. The catalyst is CN(C)C=O. The product is [Cl:1][C:2]1[CH:22]=[C:21]([C:23]([F:26])([F:25])[F:24])[CH:20]=[CH:19][C:3]=1[CH2:4][N:5]1[C:9](/[CH:10]=[CH:11]/[C:12]([NH:35][S:32]([CH2:31][CH2:30][CH2:29][O:28][CH3:27])(=[O:34])=[O:33])=[O:13])=[CH:8][C:7]([O:15][CH:16]([CH3:17])[CH3:18])=[N:6]1. The yield is 0.590. (4) The yield is 0.370. The catalyst is CN(C=O)C.CCOCC.O. The reactants are [F:1][C:2]1[CH:22]=[C:21]([F:23])[CH:20]=[CH:19][C:3]=1[O:4][C:5]1[CH:6]=[C:7]2[C:11](=[CH:12][C:13]=1[OH:14])[N:10]([CH2:15][CH:16]([CH3:18])[CH3:17])[N:9]=[CH:8]2.C(OC([N:31]1[CH2:36][CH2:35][CH:34]([CH2:37]OS(C2C=CC(C)=CC=2)(=O)=O)[CH2:33][CH2:32]1)=O)(C)(C)C.[Na+].[I-].C([O-])([O-])=O.[K+].[K+]. The product is [F:1][C:2]1[CH:22]=[C:21]([F:23])[CH:20]=[CH:19][C:3]=1[O:4][C:5]1[CH:6]=[C:7]2[C:11](=[CH:12][C:13]=1[O:14][CH2:37][CH:34]1[CH2:35][CH2:36][NH:31][CH2:32][CH2:33]1)[N:10]([CH2:15][CH:16]([CH3:18])[CH3:17])[N:9]=[CH:8]2.